From a dataset of Forward reaction prediction with 1.9M reactions from USPTO patents (1976-2016). Predict the product of the given reaction. (1) Given the reactants [C:1]1([C@@H](N)C)C=CC=CC=1.[Cl:10][C:11]1[C:23]2[C:22]3[C:17](=[CH:18][CH:19]=[CH:20][CH:21]=3)[C:16]([OH:28])([C:24]([F:27])([F:26])[F:25])[C:15]=2[CH:14]=[C:13]([C:29]([OH:31])=[O:30])[CH:12]=1, predict the reaction product. The product is: [CH3:1][O:30][C:29]([C:13]1[CH:12]=[C:11]([Cl:10])[C:23]2[C:22]3[C:17](=[CH:18][CH:19]=[CH:20][CH:21]=3)[C:16]([OH:28])([C:24]([F:26])([F:27])[F:25])[C:15]=2[CH:14]=1)=[O:31]. (2) Given the reactants [C:1]12([C:7]3[C:11]4[CH2:12][N:13](C(OC(C)(C)C)=O)[CH2:14][CH2:15][C:10]=4[NH:9][N:8]=3)[CH2:6][CH:5]1[CH2:4][CH2:3][CH2:2]2.Cl.O1CCOCC1.C(OCC)(=O)C, predict the reaction product. The product is: [C:1]12([C:7]3[C:11]4[CH2:12][NH:13][CH2:14][CH2:15][C:10]=4[NH:9][N:8]=3)[CH2:6][CH:5]1[CH2:4][CH2:3][CH2:2]2. (3) The product is: [CH:1]1([N:6]2[C:7]3=[N:8][C:9]([S:27][CH3:28])=[N:10][CH:11]=[C:12]3[CH2:13][N:14]([C:15]3[C:16]([F:26])=[C:17]([O:24][CH3:25])[CH:18]=[C:19]([O:22][CH3:23])[C:20]=3[F:21])[C:31]2=[O:32])[CH2:2][CH2:3][CH2:4][CH2:5]1. Given the reactants [CH:1]1([NH:6][C:7]2[C:12]([CH2:13][NH:14][C:15]3[C:20]([F:21])=[C:19]([O:22][CH3:23])[CH:18]=[C:17]([O:24][CH3:25])[C:16]=3[F:26])=[CH:11][N:10]=[C:9]([S:27][CH3:28])[N:8]=2)[CH2:5][CH2:4][CH2:3][CH2:2]1.[H-].[Na+].[C:31](N1C=CN=C1)(N1C=CN=C1)=[O:32], predict the reaction product. (4) Given the reactants [CH3:1][C:2]1[CH:11]=[CH:10][C:9]2[C:4](=[CH:5][CH:6]=[CH:7][C:8]=2[O:12][CH2:13][CH2:14][N:15]2[CH2:20][CH2:19][C:18](=[CH:21][C:22]3[CH:23]=[C:24]([CH:29]=[CH:30][CH:31]=3)[C:25]([O:27]C)=[O:26])[CH2:17][CH2:16]2)[N:3]=1.[OH-].[Na+], predict the reaction product. The product is: [CH3:1][C:2]1[CH:11]=[CH:10][C:9]2[C:4](=[CH:5][CH:6]=[CH:7][C:8]=2[O:12][CH2:13][CH2:14][N:15]2[CH2:20][CH2:19][C:18](=[CH:21][C:22]3[CH:23]=[C:24]([CH:29]=[CH:30][CH:31]=3)[C:25]([OH:27])=[O:26])[CH2:17][CH2:16]2)[N:3]=1. (5) The product is: [Br:28][C:24]1[N:23]=[C:22]([CH2:21][N:8]2[C:9]3[C:14](=[CH:13][CH:12]=[C:11]([C:17]([F:20])([F:19])[F:18])[N:10]=3)[C:15](=[O:16])[C:6]([C:4](=[O:5])[C:33]3[CH:34]=[CH:35][C:36]([O:37][CH3:38])=[C:31]([F:30])[CH:32]=3)=[CH:7]2)[CH:27]=[CH:26][CH:25]=1. Given the reactants CON(C)[C:4]([C:6]1[C:15](=[O:16])[C:14]2[C:9](=[N:10][C:11]([C:17]([F:20])([F:19])[F:18])=[CH:12][CH:13]=2)[N:8]([CH2:21][C:22]2[CH:27]=[CH:26][CH:25]=[C:24]([Br:28])[N:23]=2)[CH:7]=1)=[O:5].[F:30][C:31]1[CH:32]=[C:33]([Mg]Cl)[CH:34]=[CH:35][C:36]=1[O:37][CH3:38], predict the reaction product. (6) Given the reactants [CH3:1][C:2]1[CH:10]=[CH:9][C:8]([CH3:11])=[CH:7][C:3]=1[C:4]([OH:6])=[O:5].[C:12](=O)([O-])[O-].[K+].[K+].IC.O, predict the reaction product. The product is: [CH3:12][O:5][C:4](=[O:6])[C:3]1[CH:7]=[C:8]([CH3:11])[CH:9]=[CH:10][C:2]=1[CH3:1]. (7) The product is: [S:8]1[C:3]2[CH:4]=[CH:5][CH:6]=[CH:7][C:2]=2[NH:1][CH2:10][CH2:9]1. Given the reactants [NH2:1][C:2]1[CH:7]=[CH:6][CH:5]=[CH:4][C:3]=1[SH:8].[CH2:9](N(CC)CC)[CH3:10], predict the reaction product. (8) Given the reactants O1[C:5]2([CH2:10][CH2:9][CH:8]([C:11]3[CH:20]=[CH:19][C:14]([C:15]([O:17][CH3:18])=[O:16])=[CH:13][CH:12]=3)[CH2:7][CH2:6]2)[O:4]CC1.Cl, predict the reaction product. The product is: [O:4]=[C:5]1[CH2:10][CH2:9][CH:8]([C:11]2[CH:12]=[CH:13][C:14]([C:15]([O:17][CH3:18])=[O:16])=[CH:19][CH:20]=2)[CH2:7][CH2:6]1. (9) Given the reactants [CH2:1]([NH:4][C:5]1[N:6]=[C:7](Cl)[C:8]2[CH:13]=[CH:12][N:11]([CH3:14])[C:9]=2[N:10]=1)[CH2:2][CH3:3].C(O)CCC.C(=O)([O-])[O-].[K+].[K+].Cl.[NH:28]1[CH2:33][CH2:32][CH:31]([OH:34])[CH2:30][CH2:29]1, predict the reaction product. The product is: [CH2:1]([NH:4][C:5]1[N:6]=[C:7]([N:28]2[CH2:33][CH2:32][CH:31]([OH:34])[CH2:30][CH2:29]2)[C:8]2[CH:13]=[CH:12][N:11]([CH3:14])[C:9]=2[N:10]=1)[CH2:2][CH3:3]. (10) Given the reactants [Br-].N[N:3]1[CH2:7][NH+:6]([CH2:8][C:9]2[CH:14]=[C:13]([C:15]([CH3:19])([C:17]#[N:18])[CH3:16])[CH:12]=[C:11]([C:20]([C:23]#[N:24])([CH3:22])[CH3:21])[CH:10]=2)[N:5]=[CH:4]1.N([O-])=O.[Na+].C1CCCCC1, predict the reaction product. The product is: [CH3:22][C:20]([C:11]1[CH:10]=[C:9]([CH2:8][N:6]2[N:5]=[CH:4][N:3]=[CH:7]2)[CH:14]=[C:13]([C:15]([C:17]#[N:18])([CH3:16])[CH3:19])[CH:12]=1)([C:23]#[N:24])[CH3:21].